Dataset: Forward reaction prediction with 1.9M reactions from USPTO patents (1976-2016). Task: Predict the product of the given reaction. (1) The product is: [CH3:13][CH2:12][C:11]([C:7]1[CH:6]=[CH:5][C:2]([O:3][CH3:4])=[C:1]([O:9][CH3:10])[CH:8]=1)=[O:14]. Given the reactants [C:1]1([O:9][CH3:10])[C:2](=[CH:5][CH:6]=[CH:7][CH:8]=1)[O:3][CH3:4].[C:11](Cl)(=[O:14])[CH2:12][CH3:13], predict the reaction product. (2) Given the reactants [Br:1][C:2]1[CH:7]=[CH:6][C:5]([C:8](=[N:22][O:23][CH2:24][CH3:25])[CH:9]2[CH2:14][CH2:13][N:12]([C:15]3([CH3:21])[CH2:20][CH2:19][NH:18][CH2:17][CH2:16]3)[CH2:11][CH2:10]2)=[CH:4][CH:3]=1.[CH3:26][C:27]1[CH:28]=[C:29]2[C:34](=[CH:35][CH:36]=1)[N:33]=[CH:32][CH:31]=[C:30]2[C:37](O)=[O:38].CCN(CC)CC.CN(C(ON1N=NC2C=CC=NC1=2)=[N+](C)C)C.F[P-](F)(F)(F)(F)F, predict the reaction product. The product is: [Br:1][C:2]1[CH:7]=[CH:6][C:5]([C:8](=[N:22][O:23][CH2:24][CH3:25])[CH:9]2[CH2:10][CH2:11][N:12]([C:15]3([CH3:21])[CH2:20][CH2:19][N:18]([C:37]([C:30]4[C:29]5[C:34](=[CH:35][CH:36]=[C:27]([CH3:26])[CH:28]=5)[N:33]=[CH:32][CH:31]=4)=[O:38])[CH2:17][CH2:16]3)[CH2:13][CH2:14]2)=[CH:4][CH:3]=1. (3) Given the reactants [OH:1][C:2]([C:9]([F:12])([F:11])[F:10])([CH2:7][CH3:8])[C:3]([NH:5][NH2:6])=[O:4].Br[C:14]#[N:15], predict the reaction product. The product is: [NH2:15][C:14]1[O:4][C:3]([C:2]([OH:1])([CH2:7][CH3:8])[C:9]([F:10])([F:11])[F:12])=[N:5][N:6]=1.